This data is from Catalyst prediction with 721,799 reactions and 888 catalyst types from USPTO. The task is: Predict which catalyst facilitates the given reaction. (1) Reactant: [C:1]([NH:18][C@H:19]([C:35]([C@@:37]1([N:46]2[C:56]3[N:55]=[C:53]([NH2:54])[NH:52][C:50](=[O:51])[C:49]=3[N:48]=[CH:47]2)[O:45][C@H:42]([CH2:43][OH:44])[C@@H:40]([OH:41])[C@H:38]1[OH:39])=[O:36])[CH2:20][CH2:21][CH2:22][CH2:23][NH:24]C(OCC1C=CC=CC=1)=O)([O:3][CH2:4][CH:5]1[C:17]2[C:12](=[CH:13][CH:14]=[CH:15][CH:16]=2)[C:11]2[C:6]1=[CH:7][CH:8]=[CH:9][CH:10]=2)=[O:2]. Product: [C:1]([NH:18][C@H:19]([C:35]([C@@:37]1([N:46]2[C:56]3[N:55]=[C:53]([NH2:54])[NH:52][C:50](=[O:51])[C:49]=3[N:48]=[CH:47]2)[O:45][C@H:42]([CH2:43][OH:44])[C@@H:40]([OH:41])[C@H:38]1[OH:39])=[O:36])[CH2:20][CH2:21][CH2:22][CH2:23][NH2:24])([O:3][CH2:4][CH:5]1[C:6]2[C:11](=[CH:10][CH:9]=[CH:8][CH:7]=2)[C:12]2[C:17]1=[CH:16][CH:15]=[CH:14][CH:13]=2)=[O:2]. The catalyst class is: 394. (2) Reactant: C(OCC)(=O)C.[CH2:7]([O:14][C:15]([NH:17][C@@H:18]([CH2:27][C:28]1[CH:33]=[CH:32][CH:31]=[CH:30][CH:29]=1)[C@H:19]([OH:26])[CH2:20][NH:21][CH2:22][CH:23]([CH3:25])[CH3:24])=[O:16])[C:8]1[CH:13]=[CH:12][CH:11]=[CH:10][CH:9]=1.C(N(CC)CC)C.[N+:41]([C:44]1[CH:49]=[CH:48][C:47]([S:50](Cl)(=[O:52])=[O:51])=[CH:46][CH:45]=1)([O-:43])=[O:42]. Product: [CH2:7]([O:14][C:15]([NH:17][C@@H:18]([CH2:27][C:28]1[CH:29]=[CH:30][CH:31]=[CH:32][CH:33]=1)[C@H:19]([OH:26])[CH2:20][N:21]([CH2:22][CH:23]([CH3:25])[CH3:24])[S:50]([C:47]1[CH:46]=[CH:45][C:44]([N+:41]([O-:43])=[O:42])=[CH:49][CH:48]=1)(=[O:51])=[O:52])=[O:16])[C:8]1[CH:9]=[CH:10][CH:11]=[CH:12][CH:13]=1. The catalyst class is: 6. (3) Reactant: CCN(C(C)C)C(C)C.[Cl:10][C:11]1[CH:12]=[C:13]([NH2:18])[C:14]([NH2:17])=[N:15][CH:16]=1.[CH3:19][O:20][C:21](=[O:31])[C:22]1[CH:30]=[CH:29][C:25]([C:26](O)=O)=[CH:24][CH:23]=1.CN(C(ON1N=NC2C=CC=CC1=2)=[N+](C)C)C.F[P-](F)(F)(F)(F)F. Product: [Cl:10][C:11]1[CH:12]=[C:13]2[N:18]=[C:26]([C:25]3[CH:29]=[CH:30][C:22]([C:21]([O:20][CH3:19])=[O:31])=[CH:23][CH:24]=3)[NH:17][C:14]2=[N:15][CH:16]=1. The catalyst class is: 23. (4) Reactant: [CH3:1][C:2]1[CH:6]=[C:5]([NH2:7])[N:4]([C:8]2[CH:13]=[CH:12][CH:11]=[CH:10][C:9]=2[CH3:14])[N:3]=1.C1(P(C2C=CC=CC=2)C2C=CC=CC=2OC2C=CC=CC=2P(C2C=CC=CC=2)C2C=CC=CC=2)C=CC=CC=1.[CH3:54][O:55][C:56](=[O:64])[C:57]1[CH:62]=[CH:61][CH:60]=[CH:59][C:58]=1Br.C(=O)([O-])[O-].[Cs+].[Cs+]. Product: [CH3:54][O:55][C:56]([C:57]1[CH:62]=[CH:61][CH:60]=[CH:59][C:58]=1[NH:7][C:5]1[N:4]([C:8]2[CH:13]=[CH:12][CH:11]=[CH:10][C:9]=2[CH3:14])[N:3]=[C:2]([CH3:1])[CH:6]=1)=[O:64]. The catalyst class is: 487. (5) Reactant: Cl.[CH2:2]([C:6]1[N:10]([C:11]2[CH:16]=[CH:15][CH:14]=[CH:13][CH:12]=2)[N:9]=[C:8]([CH2:17][NH:18][C:19]([CH:21]2[CH:26]3[CH:22]2[CH2:23][NH:24][CH2:25]3)=[O:20])[CH:7]=1)[CH:3]([CH3:5])[CH3:4].C(N(CC)CC)C.[C:34](Cl)(=[O:41])[C:35]1[CH:40]=[CH:39][CH:38]=[CH:37][CH:36]=1.CO. Product: [C:34]([N:24]1[CH2:25][CH:26]2[CH:22]([CH:21]2[C:19]([NH:18][CH2:17][C:8]2[CH:7]=[C:6]([CH2:2][CH:3]([CH3:5])[CH3:4])[N:10]([C:11]3[CH:16]=[CH:15][CH:14]=[CH:13][CH:12]=3)[N:9]=2)=[O:20])[CH2:23]1)(=[O:41])[C:35]1[CH:40]=[CH:39][CH:38]=[CH:37][CH:36]=1. The catalyst class is: 2. (6) Reactant: [CH:1]([O:4]C(N=NC(OC(C)C)=O)=O)(C)[CH3:2].C1(P(C2C=CC=CC=2)C2C=CC=CC=2)C=CC=CC=1.[Cl:34][C:35]1[CH:45]=[C:44]([CH2:46]O)[CH:43]=[CH:42][C:36]=1[O:37][CH2:38][C:39]([NH2:41])=[O:40].[S:48]1C=CC=C1CC(O)=O. Product: [C:1]([S:48][CH2:46][C:44]1[CH:43]=[CH:42][C:36]([O:37][CH2:38][C:39]([NH2:41])=[O:40])=[C:35]([Cl:34])[CH:45]=1)(=[O:4])[CH3:2]. The catalyst class is: 1. (7) Reactant: [CH3:1][O:2][C:3]([C:5]1[CH:6]=[C:7]2[C:13]([N+:14]([O-])=O)=[CH:12][N:11]([CH2:17][C:18]3[CH:23]=[CH:22][C:21]([F:24])=[CH:20][CH:19]=3)[C:8]2=[CH:9][N:10]=1)=[O:4]. Product: [F:24][C:21]1[CH:20]=[CH:19][C:18]([CH2:17][N:11]2[C:8]3=[CH:9][N:10]=[C:5]([C:3]([O:2][CH3:1])=[O:4])[CH:6]=[C:7]3[C:13]([NH2:14])=[CH:12]2)=[CH:23][CH:22]=1. The catalyst class is: 123. (8) Reactant: [NH:1]1[CH2:6][CH2:5][CH:4]([N:7]2[C@@H:16]3[C@H:11]([CH2:12][CH2:13][CH2:14][CH2:15]3)[O:10][CH2:9][C:8]2=[O:17])[CH2:3][CH2:2]1.O=[C:19]1[CH2:24][CH2:23][N:22]([C:25]([O:27][CH2:28][CH3:29])=[O:26])[CH2:21][CH2:20]1.C(N(CC)CC)C.C(O[BH-](OC(=O)C)OC(=O)C)(=O)C.[Na+].C([O-])(O)=O.[Na+]. Product: [O:17]=[C:8]1[N:7]([CH:4]2[CH2:5][CH2:6][N:1]([CH:19]3[CH2:24][CH2:23][N:22]([C:25]([O:27][CH2:28][CH3:29])=[O:26])[CH2:21][CH2:20]3)[CH2:2][CH2:3]2)[C@@H:16]2[C@H:11]([CH2:12][CH2:13][CH2:14][CH2:15]2)[O:10][CH2:9]1. The catalyst class is: 4. (9) Reactant: F[C:2]1[CH:22]=[CH:21][C:5]([CH2:6][C:7]2[C:15]3[C:10](=[CH:11][C:12]([C:16]([O:18]C)=[O:17])=[CH:13][CH:14]=3)[N:9]([CH3:20])[CH:8]=2)=[CH:4][CH:3]=1.O[Li].O. Product: [CH2:6]([C:7]1[C:15]2[C:10](=[CH:11][C:12]([C:16]([OH:18])=[O:17])=[CH:13][CH:14]=2)[N:9]([CH3:20])[CH:8]=1)[C:5]1[CH:4]=[CH:3][CH:2]=[CH:22][CH:21]=1. The catalyst class is: 20.